Dataset: NCI-60 drug combinations with 297,098 pairs across 59 cell lines. Task: Regression. Given two drug SMILES strings and cell line genomic features, predict the synergy score measuring deviation from expected non-interaction effect. Drug 1: CC1OCC2C(O1)C(C(C(O2)OC3C4COC(=O)C4C(C5=CC6=C(C=C35)OCO6)C7=CC(=C(C(=C7)OC)O)OC)O)O. Drug 2: C1CC(C1)(C(=O)O)C(=O)O.[NH2-].[NH2-].[Pt+2]. Cell line: KM12. Synergy scores: CSS=31.6, Synergy_ZIP=-9.00, Synergy_Bliss=0.755, Synergy_Loewe=-0.519, Synergy_HSA=4.00.